Task: Predict which catalyst facilitates the given reaction.. Dataset: Catalyst prediction with 721,799 reactions and 888 catalyst types from USPTO (1) Reactant: C(O)(C(F)(F)F)=O.[CH3:8][CH:9]([N:12]([S:20]([C:23]1[CH:28]=[CH:27][C:26]([C:29]2[CH:34]=[CH:33][C:32]([O:35][CH3:36])=[CH:31][CH:30]=2)=[CH:25][CH:24]=1)(=[O:22])=[O:21])C(=O)OC(C)(C)C)[C:10]#[CH:11]. Product: [CH3:8][CH:9]([NH:12][S:20]([C:23]1[CH:28]=[CH:27][C:26]([C:29]2[CH:30]=[CH:31][C:32]([O:35][CH3:36])=[CH:33][CH:34]=2)=[CH:25][CH:24]=1)(=[O:22])=[O:21])[C:10]#[CH:11]. The catalyst class is: 390. (2) Reactant: [OH:1][NH:2][C:3](=[NH:28])[C:4]1[CH:5]=[CH:6][C:7]2[CH:13]([CH2:14][CH2:15][C:16]([O:18][CH3:19])=[O:17])[N:12]([C:20]([O:22][C:23]([CH3:26])([CH3:25])[CH3:24])=[O:21])[CH2:11][CH2:10][CH2:9][C:8]=2[CH:27]=1.[Cl:29][C:30]1[CH:31]=[C:32]([CH:36]=[CH:37][C:38]=1[O:39][CH:40]([CH3:42])[CH3:41])[C:33](O)=O.C(Cl)CCl.C1C=CC2N(O)N=NC=2C=1. Product: [Cl:29][C:30]1[CH:31]=[C:32]([C:33]2[O:1][N:2]=[C:3]([C:4]3[CH:5]=[CH:6][C:7]4[CH:13]([CH2:14][CH2:15][C:16]([O:18][CH3:19])=[O:17])[N:12]([C:20]([O:22][C:23]([CH3:24])([CH3:25])[CH3:26])=[O:21])[CH2:11][CH2:10][CH2:9][C:8]=4[CH:27]=3)[N:28]=2)[CH:36]=[CH:37][C:38]=1[O:39][CH:40]([CH3:41])[CH3:42]. The catalyst class is: 248. (3) Reactant: [Cl:1][C:2]1[CH:7]=[CH:6][C:5]([CH2:8][C:9]([O:11][CH3:12])=[O:10])=[CH:4][CH:3]=1.[CH3:13][Si]([N-][Si](C)(C)C)(C)C.[Na+].CI. Product: [Cl:1][C:2]1[CH:3]=[CH:4][C:5]([CH:8]([CH3:13])[C:9]([O:11][CH3:12])=[O:10])=[CH:6][CH:7]=1. The catalyst class is: 7. (4) The catalyst class is: 8. Product: [OH:1][CH:2]([CH3:18])[CH2:3][CH2:4][CH:5]1[CH2:10][CH2:9][N:8]([C:11]([O:13][C:14]([CH3:17])([CH3:16])[CH3:15])=[O:12])[CH2:7][CH2:6]1. Reactant: [O:1]=[C:2]([CH3:18])[CH2:3][CH2:4][CH:5]1[CH2:10][CH2:9][N:8]([C:11]([O:13][C:14]([CH3:17])([CH3:16])[CH3:15])=[O:12])[CH2:7][CH2:6]1.[BH4-].[Na+]. (5) Reactant: [Cl:1][C:2]1[N:7]=[C:6](Cl)[C:5]([Cl:9])=[CH:4][N:3]=1.[NH2:10][C:11]1[CH:21]=[CH:20][CH:19]=[CH:18][C:12]=1[C:13]([N:15]([CH3:17])[CH3:16])=[O:14].C(N(C(C)C)CC)(C)C. Product: [Cl:1][C:2]1[N:7]=[C:6]([NH:10][C:11]2[CH:21]=[CH:20][CH:19]=[CH:18][C:12]=2[C:13]([N:15]([CH3:17])[CH3:16])=[O:14])[C:5]([Cl:9])=[CH:4][N:3]=1. The catalyst class is: 32. (6) Reactant: [CH:1]1([CH:7]=[O:8])[CH2:6][CH2:5][CH2:4][CH2:3][CH2:2]1.C(O)C.[S:12]([S:16]([O-:18])=[O:17])([O-:15])(=[O:14])=[O:13].[Na+].[Na+]. Product: [S:12]([S:16]([OH:18])=[O:17])([OH:15])(=[O:14])=[O:13].[CH:1]1([CH:7]=[O:8])[CH2:6][CH2:5][CH2:4][CH2:3][CH2:2]1. The catalyst class is: 6. (7) Reactant: FC(F)(F)[C:3]([C:5]1[C:13]2[C:8](=[C:9]([CH3:14])[CH:10]=[CH:11][CH:12]=2)[N:7]([CH2:15][CH2:16][N:17]2[CH:21]=[CH:20][N:19]=[CH:18]2)[CH:6]=1)=[O:4].C[OH:25]. Product: [N:17]1([CH2:16][CH2:15][N:7]2[C:8]3[C:13](=[CH:12][CH:11]=[CH:10][C:9]=3[CH3:14])[C:5]([C:3]([OH:4])=[O:25])=[CH:6]2)[CH:21]=[CH:20][N:19]=[CH:18]1. The catalyst class is: 74.